From a dataset of Reaction yield outcomes from USPTO patents with 853,638 reactions. Predict the reaction yield, written as a fraction of the theoretical maximum amount of product (1.0 means a 100% yield; for example, 0.34 means a 34% yield). (1) The reactants are [Cl:1][C:2]1[CH:7]=[CH:6][C:5]([CH:8]([CH2:12][CH:13]2[CH2:17][CH2:16][CH2:15][CH2:14]2)[C:9]([OH:11])=O)=[CH:4][CH:3]=1.C(Cl)(=O)C(Cl)=O.[CH2:24]([O:26][C:27](=[O:35])[CH2:28][C:29]1[N:30]=[C:31]([NH2:34])[S:32][CH:33]=1)[CH3:25].C(N(CC)C(C)C)(C)C. The product is [CH2:24]([O:26][C:27](=[O:35])[CH2:28][C:29]1[N:30]=[C:31]([NH:34][C:9](=[O:11])[CH:8]([C:5]2[CH:4]=[CH:3][C:2]([Cl:1])=[CH:7][CH:6]=2)[CH2:12][CH:13]2[CH2:17][CH2:16][CH2:15][CH2:14]2)[S:32][CH:33]=1)[CH3:25]. The catalyst is C(Cl)Cl.CN(C)C=O. The yield is 0.435. (2) The catalyst is O1CCOCC1. The product is [C:1]([O:5][C:6]([N:8]([CH2:14][C:15]1[CH:26]=[C:25]([O:27][CH3:28])[CH:24]=[CH:23][C:16]=1[CH2:17][CH2:18][C:19]([OH:21])=[O:20])[CH2:9][C:10]([F:11])([F:12])[F:13])=[O:7])([CH3:3])([CH3:4])[CH3:2]. The reactants are [C:1]([O:5][C:6]([N:8]([CH2:14][C:15]1[CH:26]=[C:25]([O:27][CH3:28])[CH:24]=[CH:23][C:16]=1[CH2:17][CH2:18][C:19]([O:21]C)=[O:20])[CH2:9][C:10]([F:13])([F:12])[F:11])=[O:7])([CH3:4])([CH3:3])[CH3:2].[OH-].[Na+].Cl. The yield is 1.00. (3) The reactants are [NH:1]1[C:9]2[C:4](=[CH:5][C:6]([C:10](=[O:12])[CH3:11])=[CH:7][CH:8]=2)[CH:3]=[CH:2]1.[C:13]([O:17][C:18](O[C:18]([O:17][C:13]([CH3:16])([CH3:15])[CH3:14])=[O:19])=[O:19])([CH3:16])([CH3:15])[CH3:14].O. The catalyst is CN(C)C1C=CN=CC=1.O1CCCC1. The product is [C:13]([O:17][C:18]([N:1]1[C:9]2[C:4](=[CH:5][C:6]([C:10](=[O:12])[CH3:11])=[CH:7][CH:8]=2)[CH:3]=[CH:2]1)=[O:19])([CH3:16])([CH3:15])[CH3:14]. The yield is 0.810.